From a dataset of NCI-60 drug combinations with 297,098 pairs across 59 cell lines. Regression. Given two drug SMILES strings and cell line genomic features, predict the synergy score measuring deviation from expected non-interaction effect. (1) Drug 1: CC(C1=C(C=CC(=C1Cl)F)Cl)OC2=C(N=CC(=C2)C3=CN(N=C3)C4CCNCC4)N. Drug 2: CN(CC1=CN=C2C(=N1)C(=NC(=N2)N)N)C3=CC=C(C=C3)C(=O)NC(CCC(=O)O)C(=O)O. Cell line: OVCAR-8. Synergy scores: CSS=28.6, Synergy_ZIP=1.74, Synergy_Bliss=5.01, Synergy_Loewe=-13.3, Synergy_HSA=4.32. (2) Drug 1: CCCS(=O)(=O)NC1=C(C(=C(C=C1)F)C(=O)C2=CNC3=C2C=C(C=N3)C4=CC=C(C=C4)Cl)F. Drug 2: C1=C(C(=O)NC(=O)N1)F. Cell line: SNB-19. Synergy scores: CSS=27.5, Synergy_ZIP=1.88, Synergy_Bliss=0.0413, Synergy_Loewe=-4.97, Synergy_HSA=-2.09.